This data is from Reaction yield outcomes from USPTO patents with 853,638 reactions. The task is: Predict the reaction yield, written as a fraction of the theoretical maximum amount of product (1.0 means a 100% yield; for example, 0.34 means a 34% yield). (1) The reactants are [CH2:1]([N:8]1[CH2:32][C@:31]2([C:33](=[O:36])CO)[C@@H:10]([CH2:11][C@H:12]3[C@H:25]4[C@@:16]([F:29])([C@:17]5([CH3:28])[C:22]([C@@H:23]([F:26])[CH2:24]4)=[CH:21][C:20](=[O:27])[CH:19]=[CH:18]5)[C@@H:15]([OH:30])[CH2:14][C@@:13]32[CH3:37])[CH2:9]1)[C:2]1[CH:7]=[CH:6][CH:5]=[CH:4][CH:3]=1.[OH-:38].[Na+]. The catalyst is C1COCC1.O. The product is [CH2:1]([N:8]1[CH2:32][C@:31]2([C:33]([OH:36])=[O:38])[C@@H:10]([CH2:11][C@H:12]3[CH:25]4[C@@:16]([F:29])([C@:17]5([CH3:28])[C:22]([C@@H:23]([F:26])[CH2:24]4)=[CH:21][C:20](=[O:27])[CH:19]=[CH:18]5)[C@@H:15]([OH:30])[CH2:14][C@@:13]32[CH3:37])[CH2:9]1)[C:2]1[CH:3]=[CH:4][CH:5]=[CH:6][CH:7]=1. The yield is 0.335. (2) The reactants are CC([O-])(C)C.[Na+].C1(C)C=CC=CC=1.[CH3:14][NH:15][C:16]1[CH:21]=[CH:20][CH:19]=[CH:18][CH:17]=1.Cl[C:23]1[CH:28]=[C:27]([CH3:29])[CH:26]=[CH:25][C:24]=1[CH3:30]. The catalyst is CCOCC.C1C=CC(/C=C/C(/C=C/C2C=CC=CC=2)=O)=CC=1.C1C=CC(/C=C/C(/C=C/C2C=CC=CC=2)=O)=CC=1.C1C=CC(/C=C/C(/C=C/C2C=CC=CC=2)=O)=CC=1.[Pd].[Pd]. The product is [CH3:30][C:24]1[CH:25]=[CH:26][C:27]([CH3:29])=[CH:28][C:23]=1[N:15]([CH3:14])[C:16]1[CH:21]=[CH:20][CH:19]=[CH:18][CH:17]=1. The yield is 0.950.